This data is from Cav3 T-type calcium channel HTS with 100,875 compounds. The task is: Binary Classification. Given a drug SMILES string, predict its activity (active/inactive) in a high-throughput screening assay against a specified biological target. (1) The molecule is Clc1cc(NC(=O)CCN2CCN(CC2)Cc2ccccc2)ccc1. The result is 0 (inactive). (2) The drug is S(c1n(c2c(n1)cccc2)CCOC)CC(=O)NC(=O)NCC. The result is 0 (inactive). (3) The result is 0 (inactive). The molecule is O=C1N(Cc2cc(ccc2)C)C(=O)N\C1=C\c1c(n(c(c1)C)c1nccc(c1)C)C. (4) The compound is Clc1c(Cc2c(=O)n3[nH]cc(c3nc2C)C(OC)=O)ccc(F)c1. The result is 0 (inactive). (5) The drug is s1c(n2c(nc3c(c2=O)cccc3)c2ccc(cc2)C)ncc1. The result is 0 (inactive). (6) The molecule is S1C(CC(O)=O)C(=O)N=C1Nc1cc(O)ccc1. The result is 0 (inactive). (7) The compound is Clc1ccc(S(=O)(=O)N2CCN(CC2)CCC(=O)Nc2ccc(OCC)cc2)cc1. The result is 0 (inactive). (8) The molecule is Clc1ccc(S(=O)(=O)NC(=O)COc2cc(NC(=O)C)ccc2)cc1. The result is 0 (inactive).